Dataset: Catalyst prediction with 721,799 reactions and 888 catalyst types from USPTO. Task: Predict which catalyst facilitates the given reaction. (1) The catalyst class is: 27. Product: [F:7][C:8]1[CH:13]=[CH:12][C:11]([O:14][CH3:15])=[CH:10][C:9]=1[C:16]1[N:17]=[C:18]([O:31][CH3:32])[C:19]([CH2:20][OH:21])=[CH:24][C:25]=1[O:26][CH2:27][CH:28]([CH3:30])[CH3:29]. Reactant: [H-].[Al+3].[Li+].[H-].[H-].[H-].[F:7][C:8]1[CH:13]=[CH:12][C:11]([O:14][CH3:15])=[CH:10][C:9]=1[C:16]1[C:25]([O:26][CH2:27][CH:28]([CH3:30])[CH3:29])=[CH:24][C:19]([C:20](OC)=[O:21])=[C:18]([O:31][CH3:32])[N:17]=1.O.[OH-].[Na+]. (2) Reactant: [Br:1][C:2]1[C:10]2[O:9][C:8]([C:11]([OH:13])=O)=[CH:7][C:6]=2[CH:5]=[CH:4][CH:3]=1.Cl.Cl.[NH2:16][C@H:17]1[CH:22]2[CH2:23][CH2:24][N:19]([CH2:20][CH2:21]2)[CH2:18]1.CN(C(ON1N=NC2C=CC=NC1=2)=[N+](C)C)C.F[P-](F)(F)(F)(F)F.C(N(CC)C(C)C)(C)C. Product: [N:19]12[CH2:24][CH2:23][CH:22]([CH2:21][CH2:20]1)[C@H:17]([NH:16][C:11]([C:8]1[O:9][C:10]3[C:2]([Br:1])=[CH:3][CH:4]=[CH:5][C:6]=3[CH:7]=1)=[O:13])[CH2:18]2. The catalyst class is: 3. (3) Reactant: [NH2:1][C:2]1[CH:7]=[CH:6][C:5]([C:8]2[C:17]3[C:12](=[CH:13][CH:14]=[C:15]([Cl:18])[CH:16]=3)[CH2:11][CH2:10][N:9]=2)=[CH:4][C:3]=1[O:19][CH3:20].C(=O)([O-])[O-].[Na+].[Na+].[F:27][C:28]([F:41])([F:40])[O:29][C:30]1[CH:35]=[CH:34][C:33]([S:36](Cl)(=[O:38])=[O:37])=[CH:32][CH:31]=1. Product: [F:41][C:28]([F:27])([F:40])[O:29][C:30]1[CH:35]=[CH:34][C:33]([S:36]([NH:1][C:2]2[CH:7]=[CH:6][C:5]([C:8]3[C:17]4[C:12](=[CH:13][CH:14]=[C:15]([Cl:18])[CH:16]=4)[CH2:11][CH2:10][N:9]=3)=[CH:4][C:3]=2[O:19][CH3:20])(=[O:38])=[O:37])=[CH:32][CH:31]=1. The catalyst class is: 12. (4) Reactant: C(OC([N:8]1[CH2:13][CH2:12][N:11]([C:14]([C:16]2[C:21]([C:22]3[CH:27]=[CH:26][CH:25]=[C:24]([C:28]([F:31])([F:30])[F:29])[CH:23]=3)=[CH:20][C:19]([CH3:32])=[C:18]([C:33]([N:35]3[CH2:40][CH2:39][CH:38]([N:41]4[CH2:45][CH2:44][CH2:43][CH2:42]4)[CH2:37][CH2:36]3)=[O:34])[N:17]=2)=[O:15])[CH2:10][CH2:9]1)=O)(C)(C)C.Cl.O1CCOCC1. Product: [CH3:32][C:19]1[CH:20]=[C:21]([C:22]2[CH:27]=[CH:26][CH:25]=[C:24]([C:28]([F:31])([F:29])[F:30])[CH:23]=2)[C:16]([C:14]([N:11]2[CH2:12][CH2:13][NH:8][CH2:9][CH2:10]2)=[O:15])=[N:17][C:18]=1[C:33]([N:35]1[CH2:40][CH2:39][CH:38]([N:41]2[CH2:45][CH2:44][CH2:43][CH2:42]2)[CH2:37][CH2:36]1)=[O:34]. The catalyst class is: 5.